This data is from Forward reaction prediction with 1.9M reactions from USPTO patents (1976-2016). The task is: Predict the product of the given reaction. (1) Given the reactants [CH:1]1([N:6]=[C:7]=[O:8])[CH2:5][CH2:4][CH2:3][CH2:2]1.[NH2:9][C:10]1[N:15]=[N:14][C:13]([N:16]2[CH2:21][CH2:20][N:19]([C:22]([C:24]3[CH:29]=[CH:28][CH:27]=[CH:26][C:25]=3[C:30]([F:33])([F:32])[F:31])=[O:23])[CH2:18][CH2:17]2)=[CH:12][CH:11]=1, predict the reaction product. The product is: [CH:1]1([NH:6][C:7]([NH:9][C:10]2[N:15]=[N:14][C:13]([N:16]3[CH2:17][CH2:18][N:19]([C:22](=[O:23])[C:24]4[CH:29]=[CH:28][CH:27]=[CH:26][C:25]=4[C:30]([F:33])([F:32])[F:31])[CH2:20][CH2:21]3)=[CH:12][CH:11]=2)=[O:8])[CH2:5][CH2:4][CH2:3][CH2:2]1. (2) Given the reactants Br[CH2:2][C:3]1[CH:8]=[CH:7][CH:6]=[CH:5][C:4]=1[F:9].[OH:10][C:11]1[C:18]([CH3:19])=[CH:17][C:14]([CH:15]=[O:16])=[CH:13][C:12]=1[CH3:20].C([O-])([O-])=O.[K+].[K+], predict the reaction product. The product is: [F:9][C:4]1[CH:5]=[CH:6][CH:7]=[CH:8][C:3]=1[CH2:2][O:10][C:11]1[C:12]([CH3:20])=[CH:13][C:14]([CH:15]=[O:16])=[CH:17][C:18]=1[CH3:19].